Dataset: Forward reaction prediction with 1.9M reactions from USPTO patents (1976-2016). Task: Predict the product of the given reaction. Given the reactants CN(C)C(C1C=[CH:9][C:8](Br)=[CH:7][N:6]=1)=O.[Br:13][C:14]1[CH:15]=[N:16][C:17]([C:20]([OH:22])=O)=[N:18][CH:19]=1.Cl.N1CCC1, predict the reaction product. The product is: [N:6]1([C:20]([C:17]2[N:18]=[CH:19][C:14]([Br:13])=[CH:15][N:16]=2)=[O:22])[CH2:7][CH2:8][CH2:9]1.